This data is from Forward reaction prediction with 1.9M reactions from USPTO patents (1976-2016). The task is: Predict the product of the given reaction. (1) Given the reactants [Cl-].[Li+].[Cl-].[Cl-].[C:5](=[Hf+2:8]([CH:26]1[C:34]2[C:29](=[C:30]([C:35]3[CH:40]=[CH:39][CH:38]=C(C)C=3C)[CH:31]=[CH:32][CH:33]=2)[CH:28]=[CH:27]1)[CH:9]1[C:17]2[C:12](=[C:13]([C:18]3[CH:23]=[CH:22][CH:21]=[C:20]([CH3:24])[C:19]=3[CH3:25])[CH:14]=[CH:15][CH:16]=2)[CH:11]=[CH:10]1)(C)C.C[Mg]Br.C(O[CH2:49][CH3:50])C.Cl[Si](C)(C)[CH3:53].O1[CH2:61][CH2:60]OCC1.[C:62]1(C)[CH:67]=CC=C[CH:63]=1, predict the reaction product. The product is: [C:62](=[Hf:8]([CH:26]1[C:34]2[C:29](=[C:30]([C:35]3[CH:40]=[CH:39][CH:38]=[C:60]([CH3:61])[C:49]=3[CH3:50])[CH:31]=[CH:32][CH:33]=2)[CH:28]=[CH:27]1)([CH:9]1[C:17]2[C:12](=[C:13]([C:18]3[CH:23]=[CH:22][CH:21]=[C:20]([CH3:24])[C:19]=3[CH3:25])[CH:14]=[CH:15][CH:16]=2)[CH:11]=[CH:10]1)([CH3:53])[CH3:5])([CH3:67])[CH3:63]. (2) Given the reactants [N:1]1[CH:6]=[CH:5][CH:4]=[CH:3][C:2]=1[CH2:7][C:8]([C:10]1[CH:11]=[CH:12][C:13]2[O:18][CH2:17][C:16](=[O:19])[NH:15][C:14]=2[CH:20]=1)=[O:9].[Br:21]Br, predict the reaction product. The product is: [BrH:21].[Br:21][CH:7]([C:2]1[CH:3]=[CH:4][CH:5]=[CH:6][N:1]=1)[C:8]([C:10]1[CH:11]=[CH:12][C:13]2[O:18][CH2:17][C:16](=[O:19])[NH:15][C:14]=2[CH:20]=1)=[O:9]. (3) Given the reactants C([N-]C(C)C)(C)C.[Li+].[CH3:9][O:10][C:11](=[O:22])[CH2:12][C:13]1[CH:18]=[CH:17][CH:16]=[C:15]([N+:19]([O-:21])=[O:20])[CH:14]=1.I[CH2:24][CH:25]1[CH2:29][CH2:28][CH2:27][CH2:26]1, predict the reaction product. The product is: [CH3:9][O:10][C:11](=[O:22])[CH:12]([C:13]1[CH:18]=[CH:17][CH:16]=[C:15]([N+:19]([O-:21])=[O:20])[CH:14]=1)[CH2:24][CH:25]1[CH2:29][CH2:28][CH2:27][CH2:26]1. (4) Given the reactants [CH3:1][O:2][CH:3]([O:22][CH3:23])[CH2:4][N:5]1[C:13]2[C:8](=[CH:9][C:10]([N:14]3[CH:19]=[CH:18][C:17]([OH:20])=[CH:16][C:15]3=[O:21])=[CH:11][CH:12]=2)[CH:7]=[N:6]1.[Li]N([Si](C)(C)C)[Si](C)(C)C.C1(N([S:41]([C:44]([F:47])([F:46])[F:45])(=[O:43])=[O:42])[S:41]([C:44]([F:47])([F:46])[F:45])(=[O:43])=[O:42])C=CC=CC=1, predict the reaction product. The product is: [F:45][C:44]([F:47])([F:46])[S:41]([O:20][C:17]1[CH:18]=[CH:19][N:14]([C:10]2[CH:9]=[C:8]3[C:13](=[CH:12][CH:11]=2)[N:5]([CH2:4][CH:3]([O:2][CH3:1])[O:22][CH3:23])[N:6]=[CH:7]3)[C:15](=[O:21])[CH:16]=1)(=[O:43])=[O:42]. (5) Given the reactants CC1OC(=O)/C(=C/C2C=CC(C)=CC=2)/N=1.[CH3:16][C:17]1[CH:22]=[CH:21][C:20]([CH2:23][C:24](=[O:28])[C:25]([OH:27])=[O:26])=[CH:19][CH:18]=1, predict the reaction product. The product is: [OH:28]/[C:24](=[CH:23]\[C:20]1[CH:19]=[CH:18][C:17]([CH3:16])=[CH:22][CH:21]=1)/[C:25]([OH:27])=[O:26]. (6) The product is: [C:1]([N:5]1[CH2:6][CH2:7][N:8]([CH:11]([C:18]2[CH:23]=[CH:22][CH:21]=[CH:20][CH:19]=2)[CH:12]2[CH2:13][CH2:14][N:15]([C:32](=[O:33])[CH2:31][CH:30]([C:24]3[CH:29]=[CH:28][CH:27]=[CH:26][CH:25]=3)[C:35]3[CH:40]=[CH:39][CH:38]=[CH:37][CH:36]=3)[CH2:16][CH2:17]2)[CH2:9][CH2:10]1)([CH3:4])([CH3:2])[CH3:3]. Given the reactants [C:1]([N:5]1[CH2:10][CH2:9][N:8]([CH:11]([C:18]2[CH:23]=[CH:22][CH:21]=[CH:20][CH:19]=2)[CH:12]2[CH2:17][CH2:16][NH:15][CH2:14][CH2:13]2)[CH2:7][CH2:6]1)([CH3:4])([CH3:3])[CH3:2].[C:24]1([CH:30]([C:35]2[CH:40]=[CH:39][CH:38]=[CH:37][CH:36]=2)[CH2:31][C:32](O)=[O:33])[CH:29]=[CH:28][CH:27]=[CH:26][CH:25]=1.C(Cl)CCl, predict the reaction product. (7) Given the reactants [CH3:1][O:2][C:3]1[CH:8]=[CH:7][C:6]([NH:9][C:10]2[C:19]3[C:14](=[CH:15][CH:16]=[C:17]([C:20](=[O:23])[NH:21][CH3:22])[CH:18]=3)[N:13]=[CH:12][C:11]=2[C:24]([OH:26])=[O:25])=[CH:5][CH:4]=1.OC1C2N=NNC=2C=CC=1.C(N(CC)CC)C.O[CH2:45][N:46]1[CH:50]=[CH:49][N:48]=[CH:47]1, predict the reaction product. The product is: [N:46]1([CH2:45][O:25][C:24]([C:11]2[CH:12]=[N:13][C:14]3[C:19]([C:10]=2[NH:9][C:6]2[CH:7]=[CH:8][C:3]([O:2][CH3:1])=[CH:4][CH:5]=2)=[CH:18][C:17]([C:20](=[O:23])[NH:21][CH3:22])=[CH:16][CH:15]=3)=[O:26])[CH:50]=[CH:49][N:48]=[CH:47]1.